Dataset: Peptide-MHC class I binding affinity with 185,985 pairs from IEDB/IMGT. Task: Regression. Given a peptide amino acid sequence and an MHC pseudo amino acid sequence, predict their binding affinity value. This is MHC class I binding data. (1) The peptide sequence is ALKKETIVL. The MHC is HLA-A02:06 with pseudo-sequence HLA-A02:06. The binding affinity (normalized) is 0.0625. (2) The peptide sequence is GLKRGGVLL. The MHC is HLA-B08:01 with pseudo-sequence HLA-B08:01. The binding affinity (normalized) is 0.0847. (3) The peptide sequence is ILKNSQGEEV. The MHC is HLA-A02:06 with pseudo-sequence HLA-A02:06. The binding affinity (normalized) is 0. (4) The peptide sequence is RITWYSKNFW. The MHC is Mamu-B17 with pseudo-sequence Mamu-B17. The binding affinity (normalized) is 0.299. (5) The peptide sequence is LSLLPDWFA. The MHC is H-2-Db with pseudo-sequence H-2-Db. The binding affinity (normalized) is 0. (6) The peptide sequence is TTNNLLEQL. The MHC is HLA-A02:01 with pseudo-sequence HLA-A02:01. The binding affinity (normalized) is 0.0193.